From a dataset of Full USPTO retrosynthesis dataset with 1.9M reactions from patents (1976-2016). Predict the reactants needed to synthesize the given product. Given the product [CH2:33]([N:21]1[CH:22]=[C:23]([C:25]2[CH:30]=[CH:29][C:28]([Cl:31])=[CH:27][C:26]=2[Cl:32])[N:24]=[C:20]1[C@@H:19]([NH:37][C:48](=[O:50])[CH2:47][C:42]1[CH:43]=[C:44]([F:46])[CH:45]=[C:40]([F:39])[CH:41]=1)[CH2:18][C:15]1[CH:16]=[CH:17][C:12]([O:11][C:8]2[CH:9]=[CH:10][C:5]([C:4]([OH:38])=[O:3])=[CH:6][CH:7]=2)=[CH:13][CH:14]=1)[CH2:34][CH2:35][CH3:36], predict the reactants needed to synthesize it. The reactants are: Cl.C[O:3][C:4](=[O:38])[C:5]1[CH:10]=[CH:9][C:8]([O:11][C:12]2[CH:17]=[CH:16][C:15]([CH2:18][C@H:19]([NH2:37])[C:20]3[N:21]([CH2:33][CH2:34][CH2:35][CH3:36])[CH:22]=[C:23]([C:25]4[CH:30]=[CH:29][C:28]([Cl:31])=[CH:27][C:26]=4[Cl:32])[N:24]=3)=[CH:14][CH:13]=2)=[CH:7][CH:6]=1.[F:39][C:40]1[CH:41]=[C:42]([CH2:47][C:48]([OH:50])=O)[CH:43]=[C:44]([F:46])[CH:45]=1.